From a dataset of Reaction yield outcomes from USPTO patents with 853,638 reactions. Predict the reaction yield, written as a fraction of the theoretical maximum amount of product (1.0 means a 100% yield; for example, 0.34 means a 34% yield). (1) The reactants are [CH3:1][C:2]1[CH:3]([C:10]2[CH:17]=[CH:16][CH:15]=[CH:14][C:11]=2[CH:12]=O)[C:4]([CH3:9])=[C:5]([CH3:8])[C:6]=1[CH3:7].[C:18]1([NH:24][NH2:25])[CH:23]=[CH:22][CH:21]=[CH:20][CH:19]=1. The catalyst is C(O)C. The product is [C:18]1([NH:24][N:25]=[CH:12][C:11]2[CH:14]=[CH:15][CH:16]=[CH:17][C:10]=2[CH:3]2[C:2]([CH3:1])=[C:6]([CH3:7])[C:5]([CH3:8])=[C:4]2[CH3:9])[CH:23]=[CH:22][CH:21]=[CH:20][CH:19]=1. The yield is 0.763. (2) The reactants are [BH4-].[Na+].[Cl:3][C:4]1[C:11]([OH:12])=[CH:10][CH:9]=[CH:8][C:5]=1[CH:6]=[O:7].O. The catalyst is CO. The product is [Cl:3][C:4]1[C:5]([CH2:6][OH:7])=[CH:8][CH:9]=[CH:10][C:11]=1[OH:12]. The yield is 0.700. (3) The reactants are [CH3:1][N:2]1[C:17]([C:18]([O:20][CH2:21][CH3:22])=[O:19])=[C:5]2[CH2:6][CH2:7][CH2:8][C:9]3[C:10](=[N:11][C:12](SC)=[N:13][CH:14]=3)[C:4]2=[N:3]1.O[O:24][S:25]([O-:27])=O.[K+].O.[CH3:30]COC(C)=O. The catalyst is CN(C=O)C. The product is [CH3:1][N:2]1[C:17]([C:18]([O:20][CH2:21][CH3:22])=[O:19])=[C:5]2[CH2:6][CH2:7][CH2:8][C:9]3[C:10](=[N:11][C:12]([S:25]([CH3:30])(=[O:27])=[O:24])=[N:13][CH:14]=3)[C:4]2=[N:3]1. The yield is 0.970. (4) The reactants are [Cl:1][C:2]1[C:3]([CH2:20][OH:21])=[C:4]([N:8]2[N:17]=[CH:16][C:15]3[C:10](=[C:11]([F:18])[CH:12]=[CH:13][CH:14]=3)[C:9]2=[O:19])[CH:5]=[CH:6][CH:7]=1.C(N(CC)CC)C.[C:29](OC(=O)C)(=[O:31])[CH3:30]. The catalyst is C(Cl)Cl.CN(C1C=CN=CC=1)C. The product is [Cl:1][C:2]1[CH:7]=[CH:6][CH:5]=[C:4]([N:8]2[N:17]=[CH:16][C:15]3[C:10](=[C:11]([F:18])[CH:12]=[CH:13][CH:14]=3)[C:9]2=[O:19])[C:3]=1[CH2:20][O:21][C:29](=[O:31])[CH3:30]. The yield is 0.960. (5) The reactants are C([Li])CCC.[CH2:6]([C:12]1[C:17]([CH2:18][CH2:19][CH3:20])=[C:16]([CH2:21][CH2:22][CH3:23])[C:15]([CH2:24][CH2:25][CH3:26])=[C:14]([CH2:27][CH2:28][CH3:29])[C:13]=1[CH2:30][C:31]#[C:32][CH2:33][CH2:34][CH3:35])[C:7]#[C:8][CH2:9][CH2:10][CH3:11].I[C:37]1[CH:42]=[CH:41][C:40](I)=[C:39]([I:44])[C:38]=1[I:45].CN1C(=O)N(C)CCC1.Cl. The catalyst is Cl[Cu].C1COCC1. The product is [I:44][C:39]1[C:38]([I:45])=[CH:37][C:42]2[C:41](=[C:8]([CH2:9][CH2:10][CH3:11])[C:7]3[CH2:6][C:12]4[C:13]([CH2:30][C:31]=3[C:32]=2[CH2:33][CH2:34][CH3:35])=[C:14]([CH2:27][CH2:28][CH3:29])[C:15]([CH2:24][CH2:25][CH3:26])=[C:16]([CH2:21][CH2:22][CH3:23])[C:17]=4[CH2:18][CH2:19][CH3:20])[CH:40]=1. The yield is 0.330.